From a dataset of Forward reaction prediction with 1.9M reactions from USPTO patents (1976-2016). Predict the product of the given reaction. (1) Given the reactants [F:1][C:2]1([F:26])[C:8]([CH3:10])([CH3:9])[O:7][CH2:6][C:5](=O)[NH:4][C@@:3]1([C:13]1[CH:18]=[C:17]([CH:19]2[CH2:24][CH2:23][O:22][CH2:21][CH2:20]2)[CH:16]=[CH:15][C:14]=1[F:25])[CH3:12].COC1C=CC(P2(SP(C3C=CC(OC)=CC=3)(=S)S2)=[S:36])=CC=1, predict the reaction product. The product is: [F:1][C:2]1([F:26])[C:8]([CH3:10])([CH3:9])[O:7][CH2:6][C:5](=[S:36])[NH:4][C@@:3]1([C:13]1[CH:18]=[C:17]([CH:19]2[CH2:24][CH2:23][O:22][CH2:21][CH2:20]2)[CH:16]=[CH:15][C:14]=1[F:25])[CH3:12]. (2) Given the reactants [F:1][C:2]([F:9])([F:8])[C:3]([O:5]CC)=O.C[O-].[Na+].[Br:13][C:14]1[CH:19]=[CH:18][C:17]([C:20](=[O:22])[CH3:21])=[CH:16][CH:15]=1, predict the reaction product. The product is: [Br:13][C:14]1[CH:19]=[CH:18][C:17]([C:20](=[O:22])[CH2:21][C:3](=[O:5])[C:2]([F:1])([F:8])[F:9])=[CH:16][CH:15]=1. (3) Given the reactants [C:1]([NH:4][NH:5][C:6]([C:8]1[C:9](Cl)=[N:10][CH:11]=[N:12][C:13]=1[Cl:14])=[O:7])(=[O:3])[CH3:2].[NH3:16], predict the reaction product. The product is: [C:1]([NH:4][NH:5][C:6]([C:8]1[C:9]([NH2:16])=[N:10][CH:11]=[N:12][C:13]=1[Cl:14])=[O:7])(=[O:3])[CH3:2]. (4) Given the reactants [OH:1][CH:2]([C:19]1[CH:24]=[CH:23][CH:22]=[CH:21][N:20]=1)[C:3]1[CH:4]=[C:5]([C:16](O)=[O:17])[CH:6]=[C:7]([C:9]2[CH:14]=[CH:13][C:12]([CH3:15])=[CH:11][CH:10]=2)[CH:8]=1.Cl.Cl.[CH3:27][C:28]1[N:33]=[CH:32][C:31]([C@H:34]([NH2:36])[CH3:35])=[CH:30][CH:29]=1.C(N(CC)C(C)C)(C)C, predict the reaction product. The product is: [OH:1][CH:2]([C:19]1[CH:24]=[CH:23][CH:22]=[CH:21][N:20]=1)[C:3]1[CH:4]=[C:5]([C:16]([NH:36][C@@H:34]([C:31]2[CH:32]=[N:33][C:28]([CH3:27])=[CH:29][CH:30]=2)[CH3:35])=[O:17])[CH:6]=[C:7]([C:9]2[CH:14]=[CH:13][C:12]([CH3:15])=[CH:11][CH:10]=2)[CH:8]=1. (5) Given the reactants C(=O)(O)[O-].[Na+].[Br:6]N1C(=O)CCC1=O.[C:14]([O:18][C:19]([N:21]1[CH2:26][CH2:25][N:24]([C:27]2[C:32]3[N:33]([CH2:46][C:47]4[CH:52]=[CH:51][CH:50]=[CH:49][CH:48]=4)[C:34](=[O:45])[N:35]([CH2:36][C:37]4[CH:42]=[CH:41][CH:40]=[CH:39][C:38]=4[C:43]#[N:44])[C:31]=3[CH:30]=[CH:29][N:28]=2)[CH2:23][CH2:22]1)=[O:20])([CH3:17])([CH3:16])[CH3:15].C(OCC)(=O)C, predict the reaction product. The product is: [C:14]([O:18][C:19]([N:21]1[CH2:26][CH2:25][N:24]([C:27]2[C:32]3[N:33]([CH2:46][C:47]4[CH:52]=[CH:51][CH:50]=[CH:49][CH:48]=4)[C:34](=[O:45])[N:35]([CH2:36][C:37]4[CH:42]=[CH:41][CH:40]=[CH:39][C:38]=4[C:43]#[N:44])[C:31]=3[C:30]([Br:6])=[CH:29][N:28]=2)[CH2:23][CH2:22]1)=[O:20])([CH3:17])([CH3:15])[CH3:16]. (6) Given the reactants [C:1]([O:5][C:6]([N:8]1[CH:13]2[CH2:14][CH2:15][CH:9]1[CH2:10][NH:11][CH2:12]2)=[O:7])([CH3:4])([CH3:3])[CH3:2].Cl[C:17]1[N:22]=[CH:21][CH:20]=[CH:19][N:18]=1.C(N(CC)CC)C.C1COCC1, predict the reaction product. The product is: [C:1]([O:5][C:6]([N:8]1[CH:9]2[CH2:15][CH2:14][CH:13]1[CH2:12][N:11]([C:17]1[N:22]=[CH:21][CH:20]=[CH:19][N:18]=1)[CH2:10]2)=[O:7])([CH3:4])([CH3:2])[CH3:3]. (7) The product is: [CH3:16][C:13]1[S:12][C:11]2[CH:10]=[C:4]([C:5]([O:7][CH2:8][CH3:9])=[O:6])[NH:1][C:15]=2[CH:14]=1. Given the reactants [N:1](/[C:4](=[CH:10]\[C:11]1[S:12][C:13]([CH3:16])=[CH:14][CH:15]=1)/[C:5]([O:7][CH2:8][CH3:9])=[O:6])=[N+]=[N-], predict the reaction product.